Dataset: Forward reaction prediction with 1.9M reactions from USPTO patents (1976-2016). Task: Predict the product of the given reaction. (1) Given the reactants [CH2:1]([C:8]1[S:12][C:11]([NH:13][C:14](=[O:29])[CH2:15][CH2:16][C:17](=[O:28])[C:18]2[CH:23]=[CH:22][C:21]([O:24]COC)=[CH:20][CH:19]=2)=[N:10][C:9]=1[C:30]1[CH:35]=[CH:34][CH:33]=[CH:32][CH:31]=1)[C:2]1[CH:7]=[CH:6][CH:5]=[CH:4][CH:3]=1.Cl, predict the reaction product. The product is: [CH2:1]([C:8]1[S:12][C:11]([NH:13][C:14](=[O:29])[CH2:15][CH2:16][C:17]([C:18]2[CH:19]=[CH:20][C:21]([OH:24])=[CH:22][CH:23]=2)=[O:28])=[N:10][C:9]=1[C:30]1[CH:31]=[CH:32][CH:33]=[CH:34][CH:35]=1)[C:2]1[CH:7]=[CH:6][CH:5]=[CH:4][CH:3]=1. (2) Given the reactants [F:1][C:2]1[CH:3]=[CH:4][C:5]([OH:10])=[C:6]([CH:9]=1)[CH:7]=O.[NH:11]1[CH2:16][CH:15]=[CH:14][CH2:13][CH2:12]1.[S:17]1[CH2:23][C:21](=[O:22])[NH:20][C:18]1=S, predict the reaction product. The product is: [F:1][C:2]1[CH:3]=[CH:4][C:5]([OH:10])=[C:6](/[CH:7]=[C:23]2/[C:21](=[O:22])[N:20]=[C:18]([N:11]3[CH2:12][CH:13]=[CH:14][CH2:15][CH2:16]3)[S:17]/2)[CH:9]=1. (3) Given the reactants [H-].[Al+3].[Li+].[H-].[H-].[H-].[F:7][C:8]1[CH:13]=[CH:12][C:11]([CH2:14][CH2:15][C:16]2[CH:25]=[CH:24][C:19]([C:20](OC)=[O:21])=[CH:18][CH:17]=2)=[CH:10][CH:9]=1.Cl.C(OCC)(=O)C, predict the reaction product. The product is: [F:7][C:8]1[CH:9]=[CH:10][C:11]([CH2:14][CH2:15][C:16]2[CH:17]=[CH:18][C:19]([CH2:20][OH:21])=[CH:24][CH:25]=2)=[CH:12][CH:13]=1. (4) The product is: [CH:1]1([N:6]([C:7]2[C:8]([NH:9][CH3:16])=[CH:17][N:18]=[C:19]([NH:21][C:22]3[CH:37]=[CH:36][C:25]([C:26](=[O:27])[NH:28][CH:29]4[CH2:34][CH2:33][N:32]([CH3:35])[CH2:31][CH2:30]4)=[CH:24][C:23]=3[O:38][CH3:39])[N:20]=2)[CH2:12][C:11]([F:14])([F:13])[C:10]([OH:40])=[O:15])[CH2:5][CH2:4][CH2:3][CH2:2]1. Given the reactants [CH:1]1([N:6]2[CH2:12][C:11]([F:14])([F:13])[C:10](=[O:15])[N:9]([CH3:16])[C:8]3[CH:17]=[N:18][C:19]([NH:21][C:22]4[CH:37]=[CH:36][C:25]([C:26]([NH:28][CH:29]5[CH2:34][CH2:33][N:32]([CH3:35])[CH2:31][CH2:30]5)=[O:27])=[CH:24][C:23]=4[O:38][CH3:39])=[N:20][C:7]2=3)[CH2:5][CH2:4][CH2:3][CH2:2]1.[OH-:40].[Na+], predict the reaction product. (5) Given the reactants Cl[C:2]1[N:7]=[CH:6][C:5]([C:8]([O:10][C:11]([CH3:14])([CH3:13])[CH3:12])=[O:9])=[CH:4][CH:3]=1.[CH2:15]([NH2:18])[CH2:16][NH2:17], predict the reaction product. The product is: [NH2:17][CH2:16][CH2:15][NH:18][C:2]1[N:7]=[CH:6][C:5]([C:8]([O:10][C:11]([CH3:14])([CH3:13])[CH3:12])=[O:9])=[CH:4][CH:3]=1. (6) Given the reactants [CH2:1]([N:3]([CH2:11][CH2:12][C:13]1[N:14]([CH3:26])[C:15]2[C:20]([CH:21]=1)=[CH:19][C:18]([CH:22]=[O:23])=[C:17]([CH:24]=[CH2:25])[CH:16]=2)[C:4](=[O:10])[O:5][C:6]([CH3:9])([CH3:8])[CH3:7])[CH3:2].[CH2:27]([Mg]Br)[CH2:28]C=C.C[N+]1([O-])CCOCC1, predict the reaction product. The product is: [CH2:1]([N:3]([CH2:11][CH2:12][C:13]1[N:14]([CH3:26])[C:15]2[C:20]([CH:21]=1)=[CH:19][C:18]1[C:22](=[O:23])[CH2:27][CH2:28][CH:25]=[CH:24][C:17]=1[CH:16]=2)[C:4](=[O:10])[O:5][C:6]([CH3:9])([CH3:8])[CH3:7])[CH3:2].